Dataset: Forward reaction prediction with 1.9M reactions from USPTO patents (1976-2016). Task: Predict the product of the given reaction. (1) Given the reactants [CH3:1][S:2][C:3]1[CH:8]=[CH:7][CH:6]=[CH:5][C:4]=1[C:9]1[CH:14]=[CH:13][C:12]([N+:15]([O-:17])=[O:16])=[CH:11][CH:10]=1.[OH2:18].C(O)(=[O:21])C, predict the reaction product. The product is: [CH3:1][S:2]([C:3]1[CH:8]=[CH:7][CH:6]=[CH:5][C:4]=1[C:9]1[CH:14]=[CH:13][C:12]([N+:15]([O-:17])=[O:16])=[CH:11][CH:10]=1)(=[O:21])=[O:18]. (2) Given the reactants [CH2:1]([O:3][CH:4]([O:19][CH2:20][CH3:21])[C@@H:5]([NH:7][CH2:8][C:9]1[CH:10]=[CH:11][CH:12]=[C:13]2[C:18]=1[N:17]=[CH:16][CH:15]=[CH:14]2)[CH3:6])[CH3:2].[CH:22]1[C:34]2[CH:33]([CH2:35][O:36][C:37]([NH:39][C@@H:40]([CH2:44][C:45]3[CH:50]=[CH:49][C:48]([O:51][C:52]([CH3:55])([CH3:54])[CH3:53])=[CH:47][CH:46]=3)[C:41](O)=[O:42])=[O:38])[C:32]3[C:27](=[CH:28][CH:29]=[CH:30][CH:31]=3)[C:26]=2[CH:25]=[CH:24][CH:23]=1, predict the reaction product. The product is: [C:52]([O:51][C:48]1[CH:47]=[CH:46][C:45]([CH2:44][C@H:40]([NH:39][C:37](=[O:38])[O:36][CH2:35][CH:33]2[C:34]3[CH:22]=[CH:23][CH:24]=[CH:25][C:26]=3[C:27]3[C:32]2=[CH:31][CH:30]=[CH:29][CH:28]=3)[C:41]([N:7]([C@@H:5]([CH3:6])[CH:4]([O:19][CH2:20][CH3:21])[O:3][CH2:1][CH3:2])[CH2:8][C:9]2[CH:10]=[CH:11][CH:12]=[C:13]3[C:18]=2[N:17]=[CH:16][CH:15]=[CH:14]3)=[O:42])=[CH:50][CH:49]=1)([CH3:55])([CH3:53])[CH3:54].